Predict the reactants needed to synthesize the given product. From a dataset of Full USPTO retrosynthesis dataset with 1.9M reactions from patents (1976-2016). (1) Given the product [ClH:1].[CH3:43][N:41]([CH3:42])[C:40]([C:37]1[CH:38]=[CH:39][C:34]([C:28]2[CH:29]=[CH:30][C:31]([O:32][CH3:33])=[C:26]([CH2:25][N:9]([CH:10]3[CH2:11][CH2:12][CH:13]([NH:16][CH3:17])[CH2:14][CH2:15]3)[C:7]([C:6]3[S:5][C:4]4[C:45]([F:50])=[CH:46][CH:47]=[C:48]([F:49])[C:3]=4[C:2]=3[Cl:1])=[O:8])[CH:27]=2)=[CH:35][CH:36]=1)=[O:44], predict the reactants needed to synthesize it. The reactants are: [Cl:1][C:2]1[C:3]2[C:48]([F:49])=[CH:47][CH:46]=[C:45]([F:50])[C:4]=2[S:5][C:6]=1[C:7]([N:9]([CH2:25][C:26]1[CH:27]=[C:28]([C:34]2[CH:39]=[CH:38][C:37]([C:40](=[O:44])[N:41]([CH3:43])[CH3:42])=[CH:36][CH:35]=2)[CH:29]=[CH:30][C:31]=1[O:32][CH3:33])[CH:10]1[CH2:15][CH2:14][CH:13]([N:16](C)[C:17](=O)OC(C)(C)C)[CH2:12][CH2:11]1)=[O:8].CC(OC)(C)C. (2) Given the product [CH3:1][C:2]1[C:3]([CH3:27])=[CH:4][C:5]2[N:14]([CH2:15][CH2:16][CH:17]([OH:28])[CH2:22][CH2:21][CH2:20][C:19]([O-:18])=[O:23])[C:13]3[C:8]([C:9](=[O:25])[NH:10][C:11](=[O:24])[N:12]=3)=[N:7][C:6]=2[CH:26]=1.[K+:29], predict the reactants needed to synthesize it. The reactants are: [CH3:1][C:2]1[C:3]([CH3:27])=[CH:4][C:5]2[N:14]([CH2:15][CH2:16][CH:17]3[CH2:22][CH2:21][CH2:20][C:19](=[O:23])[O:18]3)[C:13]3[C:8]([C:9](=[O:25])[NH:10][C:11](=[O:24])[N:12]=3)=[N:7][C:6]=2[CH:26]=1.[OH-:28].[K+:29]. (3) Given the product [Si:1]([O:8][CH2:9][CH:10]([C:19]1([NH:22][C:28](=[O:29])[O:27][C:24]([CH3:26])([CH3:25])[CH3:23])[CH2:20][CH2:21]1)[CH2:11][C:12]1[CH:17]=[CH:16][C:15]([Cl:18])=[CH:14][CH:13]=1)([C:4]([CH3:7])([CH3:6])[CH3:5])([CH3:3])[CH3:2], predict the reactants needed to synthesize it. The reactants are: [Si:1]([O:8][CH2:9][CH:10]([C:19]1([NH2:22])[CH2:21][CH2:20]1)[CH2:11][C:12]1[CH:17]=[CH:16][C:15]([Cl:18])=[CH:14][CH:13]=1)([C:4]([CH3:7])([CH3:6])[CH3:5])([CH3:3])[CH3:2].[CH3:23][C:24]([O:27][C:28](O[C:28]([O:27][C:24]([CH3:26])([CH3:25])[CH3:23])=[O:29])=[O:29])([CH3:26])[CH3:25].C(N(CC)CC)C. (4) Given the product [Br:1][C:2]1[CH:7]=[CH:6][C:5]([Si:24]([O:28][CH2:29][CH3:30])([O:25][CH2:26][CH3:27])[O:23][CH2:21][CH3:22])=[CH:4][CH:3]=1, predict the reactants needed to synthesize it. The reactants are: [Br:1][C:2]1[CH:7]=[CH:6][C:5](I)=[CH:4][CH:3]=1.CN(C=O)C.C(N(CC)CC)C.[CH2:21]([O:23][SiH:24]([O:28][CH2:29][CH3:30])[O:25][CH2:26][CH3:27])[CH3:22]. (5) Given the product [NH2:1][C:4]1[CH:5]=[C:6]([C@H:28]2[CH2:29][CH2:30][C@H:31]([CH2:34][C:35]([O:37][CH3:38])=[O:36])[CH2:32][CH2:33]2)[CH:7]=[CH:8][C:9]=1[NH:10][C:11]([C:13]1[O:14][C:15]([NH:18][C:19]2[CH:24]=[C:23]([F:25])[C:22]([F:26])=[CH:21][C:20]=2[F:27])=[N:16][N:17]=1)=[O:12], predict the reactants needed to synthesize it. The reactants are: [N+:1]([C:4]1[CH:5]=[C:6]([C@H:28]2[CH2:33][CH2:32][C@H:31]([CH2:34][C:35]([O:37][CH3:38])=[O:36])[CH2:30][CH2:29]2)[CH:7]=[CH:8][C:9]=1[NH:10][C:11]([C:13]1[O:14][C:15]([NH:18][C:19]2[CH:24]=[C:23]([F:25])[C:22]([F:26])=[CH:21][C:20]=2[F:27])=[N:16][N:17]=1)=[O:12])([O-])=O.CO.O1CCOCC1.